Dataset: Forward reaction prediction with 1.9M reactions from USPTO patents (1976-2016). Task: Predict the product of the given reaction. The product is: [CH:25]1([N:22]([CH2:23][CH3:24])[C:4]2[C:5]([CH3:21])=[C:6]([C:7]([NH:9][CH2:10][C:11]3[C:12](=[O:19])[NH:13][C:14]([CH3:18])=[CH:15][C:16]=3[CH3:17])=[O:8])[CH:20]=[C:2]([C:40]3[CH:39]=[CH:38][C:37]([CH2:36][N:33]4[CH2:34][CH2:35][O:30][CH2:31][CH2:32]4)=[CH:42][CH:41]=3)[CH:3]=2)[CH2:29][CH2:28][CH2:27][CH2:26]1. Given the reactants Br[C:2]1[CH:3]=[C:4]([N:22]([CH:25]2[CH2:29][CH2:28][CH2:27][CH2:26]2)[CH2:23][CH3:24])[C:5]([CH3:21])=[C:6]([CH:20]=1)[C:7]([NH:9][CH2:10][C:11]1[C:12](=[O:19])[NH:13][C:14]([CH3:18])=[CH:15][C:16]=1[CH3:17])=[O:8].[O:30]1[CH2:35][CH2:34][N:33]([CH2:36][C:37]2[CH:42]=[CH:41][C:40](B(O)O)=[CH:39][CH:38]=2)[CH2:32][CH2:31]1.C([O-])([O-])=O.[Na+].[Na+], predict the reaction product.